Task: Predict the product of the given reaction.. Dataset: Forward reaction prediction with 1.9M reactions from USPTO patents (1976-2016) (1) The product is: [Cl:8][C:9]1[N:14]=[C:13]([NH:7][C:4]2[CH:3]=[C:2]([CH3:1])[O:6][N:5]=2)[C:12]([Cl:16])=[CH:11][N:10]=1. Given the reactants [CH3:1][C:2]1[O:6][N:5]=[C:4]([NH2:7])[CH:3]=1.[Cl:8][C:9]1[N:14]=[C:13](Cl)[C:12]([Cl:16])=[CH:11][N:10]=1.C(=O)([O-])[O-].[Na+].[Na+], predict the reaction product. (2) The product is: [Cl:1][C:2]1[CH:7]=[C:6]([CH2:8][N:9]2[C:13]([CH3:14])([CH3:15])[C:12](=[O:16])[N:11]([C:17]3[CH:25]=[C:24]4[C:20]([C:21]([CH3:36])([CH3:35])[CH2:22][N:23]4[C:26](=[O:34])[CH2:27][N:28]([CH:29]4[CH2:30][CH2:31][CH2:32][CH2:33]4)[C:45](=[O:46])[O:47][C:48]([CH3:51])([CH3:50])[CH3:49])=[CH:19][CH:18]=3)[C:10]2=[O:37])[CH:5]=[CH:4][N:3]=1. Given the reactants [Cl:1][C:2]1[CH:7]=[C:6]([CH2:8][N:9]2[C:13]([CH3:15])([CH3:14])[C:12](=[O:16])[N:11]([C:17]3[CH:25]=[C:24]4[C:20]([C:21]([CH3:36])([CH3:35])[CH2:22][N:23]4[C:26](=[O:34])[CH2:27][NH:28][CH:29]4[CH2:33][CH2:32][CH2:31][CH2:30]4)=[CH:19][CH:18]=3)[C:10]2=[O:37])[CH:5]=[CH:4][N:3]=1.C(N(CC)CC)C.[C:45](O[C:45]([O:47][C:48]([CH3:51])([CH3:50])[CH3:49])=[O:46])([O:47][C:48]([CH3:51])([CH3:50])[CH3:49])=[O:46], predict the reaction product.